Dataset: Kir2.1 potassium channel HTS with 301,493 compounds. Task: Binary Classification. Given a drug SMILES string, predict its activity (active/inactive) in a high-throughput screening assay against a specified biological target. (1) The compound is S(c1n(C2CCCCC2)c(nn1)Cc1c2c(ccc1)cccc2)CC#N. The result is 0 (inactive). (2) The drug is Brc1ccc(S(=O)(=O)N\N=C(\Cc2ccc(OC)cc2)C)cc1. The result is 0 (inactive). (3) The molecule is S(=O)(=O)(N(CCCC)Cc1occc1)c1cc(sc1)C(=O)N. The result is 1 (active). (4) The drug is S(c1c(n(nc1C)C(=O)c1n(nc(c1)C)CC)C)c1ncccn1. The result is 0 (inactive). (5) The compound is Clc1cc(C(=O)c2cn(CCc3ccc(OC)cc3)c(=O)c(c2)C(=O)NCCc2ccc(OC)cc2)c(O)cc1. The result is 0 (inactive). (6) The molecule is S=C(N1CCC(CC1)C(=O)c1ccc(OC)cc1)Nc1ccc(F)cc1. The result is 0 (inactive).